From a dataset of Reaction yield outcomes from USPTO patents with 853,638 reactions. Predict the reaction yield, written as a fraction of the theoretical maximum amount of product (1.0 means a 100% yield; for example, 0.34 means a 34% yield). (1) The reactants are [CH3:1][P:2]1(=[O:8])[CH2:7][CH2:6][NH:5][CH2:4][CH2:3]1.F[C:10]1[CH:11]=[CH:12][C:13]([N+:18]([O-:20])=[O:19])=[C:14]([O:16][CH3:17])[CH:15]=1.C([O-])([O-])=O.[K+].[K+]. The catalyst is CN(C=O)C. The product is [CH3:17][O:16][C:14]1[CH:15]=[C:10]([N:5]2[CH2:6][CH2:7][P:2](=[O:8])([CH3:1])[CH2:3][CH2:4]2)[CH:11]=[CH:12][C:13]=1[N+:18]([O-:20])=[O:19]. The yield is 0.960. (2) The reactants are [NH2:1][C:2]1[CH:7]=[C:6]([CH3:8])[CH:5]=[CH:4][C:3]=1[OH:9].CCN(CC)CC.C1C([N+]([O-])=O)=CC=C([Cl-][C:27]([O-])=[O:28])C=1. The catalyst is C(Cl)Cl. The product is [CH3:8][C:6]1[CH:5]=[CH:4][C:3]2[O:9][C:27](=[O:28])[NH:1][C:2]=2[CH:7]=1. The yield is 0.750.